Dataset: Forward reaction prediction with 1.9M reactions from USPTO patents (1976-2016). Task: Predict the product of the given reaction. (1) Given the reactants [F:1][C:2]1([F:22])[C:4]2([C:13]3[C:8](=[CH:9][CH:10]=[CH:11][CH:12]=3)[N:7](NC(OC(C)(C)C)=O)[CH2:6][CH2:5]2)[CH2:3]1.Cl, predict the reaction product. The product is: [F:22][C:2]1([F:1])[C:4]2([C:13]3[C:8](=[CH:9][CH:10]=[CH:11][CH:12]=3)[NH:7][CH2:6][CH2:5]2)[CH2:3]1. (2) Given the reactants F[C:2]1[CH:17]=[C:16]([C:18]([F:21])([F:20])[F:19])[CH:15]=[CH:14][C:3]=1[C:4]([NH:6][C:7]1[CH:12]=[CH:11][NH:10][C:9](=[O:13])[CH:8]=1)=[O:5].C(=O)([O-])[O-].[K+].[K+].[F:28][C:29]1[CH:34]=[CH:33][C:32]([OH:35])=[C:31]([CH2:36][OH:37])[CH:30]=1, predict the reaction product. The product is: [F:28][C:29]1[CH:34]=[CH:33][C:32]([O:35][C:2]2[CH:17]=[C:16]([C:18]([F:21])([F:20])[F:19])[CH:15]=[CH:14][C:3]=2[C:4]([NH:6][C:7]2[CH:12]=[CH:11][NH:10][C:9](=[O:13])[CH:8]=2)=[O:5])=[C:31]([CH2:36][OH:37])[CH:30]=1. (3) Given the reactants C(O)C.[N+:4]([C:7]1[N:8]=[C:9]([CH:12]([C:20]2[CH:25]=[CH:24][CH:23]=[CH:22][CH:21]=2)[C:13]([N:15]2[CH2:19][CH2:18][CH2:17][CH2:16]2)=[O:14])[NH:10][CH:11]=1)([O-])=O.C(OCC)C.C(Cl)[Cl:32], predict the reaction product. The product is: [ClH:32].[ClH:32].[NH2:4][C:7]1[N:8]=[C:9]([CH:12]([C:20]2[CH:25]=[CH:24][CH:23]=[CH:22][CH:21]=2)[C:13]([N:15]2[CH2:16][CH2:17][CH2:18][CH2:19]2)=[O:14])[NH:10][CH:11]=1. (4) Given the reactants [Si:1]([O:8][CH2:9][C@H:10]1[CH2:19][C:18]2[C:13](=[CH:14][CH:15]=[CH:16][C:17]=2[CH2:20][CH2:21][C:22]([CH3:25])([OH:24])[CH3:23])[C@H:12]([CH3:26])[NH:11]1)([C:4]([CH3:7])([CH3:6])[CH3:5])([CH3:3])[CH3:2].C(N(C(C)C)CC)(C)C.[Cl:36][C:37]1[CH:42]=[CH:41][C:40]([O:43][CH3:44])=[CH:39][C:38]=1[CH2:45][C:46](O)=[O:47].F[P-](F)(F)(F)(F)F.N1(OC(N(C)C)=[N+](C)C)C2N=CC=CC=2N=N1, predict the reaction product. The product is: [Si:1]([O:8][CH2:9][C@H:10]1[CH2:19][C:18]2[C:13](=[CH:14][CH:15]=[CH:16][C:17]=2[CH2:20][CH2:21][C:22]([OH:24])([CH3:25])[CH3:23])[C@H:12]([CH3:26])[N:11]1[C:46](=[O:47])[CH2:45][C:38]1[CH:39]=[C:40]([O:43][CH3:44])[CH:41]=[CH:42][C:37]=1[Cl:36])([C:4]([CH3:7])([CH3:6])[CH3:5])([CH3:3])[CH3:2]. (5) Given the reactants [CH3:1][C:2]1[CH:15]=[C:14]([C:16]2([C:22]([F:25])([F:24])[F:23])[O:20][N:19]=[C:18]([CH3:21])[CH2:17]2)[CH:13]=[CH:12][C:3]=1[NH:4]C(=O)OC(C)(C)C.FC(F)(F)C(O)=O, predict the reaction product. The product is: [CH3:1][C:2]1[CH:15]=[C:14]([C:16]2([C:22]([F:24])([F:25])[F:23])[O:20][N:19]=[C:18]([CH3:21])[CH2:17]2)[CH:13]=[CH:12][C:3]=1[NH2:4].